Binary Classification. Given a T-cell receptor sequence (or CDR3 region) and an epitope sequence, predict whether binding occurs between them. From a dataset of TCR-epitope binding with 47,182 pairs between 192 epitopes and 23,139 TCRs. (1) The epitope is WICLLQFAY. The TCR CDR3 sequence is CASSYRATDTQYF. Result: 0 (the TCR does not bind to the epitope). (2) The epitope is NLWNTFTRL. The TCR CDR3 sequence is CSASYGGTGITDTQYF. Result: 0 (the TCR does not bind to the epitope). (3) The epitope is ALSKGVHFV. The TCR CDR3 sequence is CSVEGTGQGEQYF. Result: 1 (the TCR binds to the epitope). (4) The epitope is RQLLFVVEV. The TCR CDR3 sequence is CASGFQTSPTETQYF. Result: 1 (the TCR binds to the epitope). (5) The epitope is SGPLKAEIAQRLED. The TCR CDR3 sequence is CASSYSQGIYGYTF. Result: 0 (the TCR does not bind to the epitope). (6) The epitope is HTTDPSFLGRY. The TCR CDR3 sequence is CASSLGAGAEQYF. Result: 1 (the TCR binds to the epitope). (7) The epitope is KLMNIQQKL. The TCR CDR3 sequence is CASSLEQASNQPQHF. Result: 0 (the TCR does not bind to the epitope). (8) The epitope is KTWGQYWQV. The TCR CDR3 sequence is CASSEYSRFSLHF. Result: 0 (the TCR does not bind to the epitope). (9) The epitope is SEVGPEHSLAEY. The TCR CDR3 sequence is CASSQDYRSSGNTIYF. Result: 1 (the TCR binds to the epitope). (10) The epitope is GTITSGWTF. The TCR CDR3 sequence is CASSLDRDSNQPQHF. Result: 0 (the TCR does not bind to the epitope).